From a dataset of Forward reaction prediction with 1.9M reactions from USPTO patents (1976-2016). Predict the product of the given reaction. (1) Given the reactants [ClH:1].O1CCOCC1.[CH3:8][O:9][C:10]1[CH:36]=[CH:35][C:13]([CH2:14][CH2:15][N:16]([CH2:18][CH2:19][N:20]2[C:26]3[CH:27]=[CH:28][CH:29]=[CH:30][C:25]=3[CH2:24][O:23][C:22]3[CH:31]=[CH:32][CH:33]=[CH:34][C:21]2=3)[CH3:17])=[CH:12][CH:11]=1, predict the reaction product. The product is: [ClH:1].[CH3:8][O:9][C:10]1[CH:11]=[CH:12][C:13]([CH2:14][CH2:15][N:16]([CH2:18][CH2:19][N:20]2[C:26]3[CH:27]=[CH:28][CH:29]=[CH:30][C:25]=3[CH2:24][O:23][C:22]3[CH:31]=[CH:32][CH:33]=[CH:34][C:21]2=3)[CH3:17])=[CH:35][CH:36]=1. (2) Given the reactants Br[C:2]1[CH:7]=[C:6]([Br:8])[CH:5]=[C:4]([Br:9])[CH:3]=1.C([Li])CCC.CN(C)[C:17](=[O:19])[CH3:18], predict the reaction product. The product is: [CH3:18][C:17]([C:2]1[CH:7]=[C:6]([Br:8])[CH:5]=[C:4]([Br:9])[CH:3]=1)=[O:19]. (3) Given the reactants [Cl:1][CH2:2][CH2:3][CH2:4][C:5](Cl)=[O:6].[CH3:8][S:9]([N:12]1[CH2:17][CH2:16][NH:15][CH2:14][CH2:13]1)(=[O:11])=[O:10].CCN(CC)CC, predict the reaction product. The product is: [Cl:1][CH2:2][CH2:3][CH2:4][C:5]([N:15]1[CH2:16][CH2:17][N:12]([S:9]([CH3:8])(=[O:11])=[O:10])[CH2:13][CH2:14]1)=[O:6].